Regression. Given a peptide amino acid sequence and an MHC pseudo amino acid sequence, predict their binding affinity value. This is MHC class I binding data. From a dataset of Peptide-MHC class I binding affinity with 185,985 pairs from IEDB/IMGT. (1) The peptide sequence is LDKGKLWHL. The MHC is HLA-A69:01 with pseudo-sequence HLA-A69:01. The binding affinity (normalized) is 0.0847. (2) The peptide sequence is IDFRELNRVT. The MHC is Mamu-A11 with pseudo-sequence Mamu-A11. The binding affinity (normalized) is 0.0923. (3) The peptide sequence is RPRLWRSVI. The MHC is HLA-A01:01 with pseudo-sequence HLA-A01:01. The binding affinity (normalized) is 0.0847. (4) The peptide sequence is ATDALMTGF. The MHC is HLA-A68:01 with pseudo-sequence HLA-A68:01. The binding affinity (normalized) is 0.00604. (5) The peptide sequence is LQMAGVEVR. The MHC is HLA-A31:01 with pseudo-sequence HLA-A31:01. The binding affinity (normalized) is 0.502.